This data is from NCI-60 drug combinations with 297,098 pairs across 59 cell lines. The task is: Regression. Given two drug SMILES strings and cell line genomic features, predict the synergy score measuring deviation from expected non-interaction effect. (1) Drug 1: CCN(CC)CCCC(C)NC1=C2C=C(C=CC2=NC3=C1C=CC(=C3)Cl)OC. Drug 2: CC(C)NC(=O)C1=CC=C(C=C1)CNNC.Cl. Cell line: U251. Synergy scores: CSS=10.9, Synergy_ZIP=-0.210, Synergy_Bliss=1.97, Synergy_Loewe=-13.6, Synergy_HSA=-1.38. (2) Drug 1: C1=NC2=C(N=C(N=C2N1C3C(C(C(O3)CO)O)O)F)N. Drug 2: CCC1(C2=C(COC1=O)C(=O)N3CC4=CC5=C(C=CC(=C5CN(C)C)O)N=C4C3=C2)O.Cl. Cell line: RPMI-8226. Synergy scores: CSS=22.8, Synergy_ZIP=0.0509, Synergy_Bliss=1.20, Synergy_Loewe=-31.2, Synergy_HSA=-2.16. (3) Drug 1: C1CNP(=O)(OC1)N(CCCl)CCCl. Drug 2: CC1C(C(CC(O1)OC2CC(CC3=C2C(=C4C(=C3O)C(=O)C5=C(C4=O)C(=CC=C5)OC)O)(C(=O)CO)O)N)O.Cl. Cell line: MCF7. Synergy scores: CSS=37.3, Synergy_ZIP=0.816, Synergy_Bliss=-0.136, Synergy_Loewe=-29.5, Synergy_HSA=-0.807. (4) Drug 1: C1=C(C(=O)NC(=O)N1)F. Drug 2: C1=NC2=C(N=C(N=C2N1C3C(C(C(O3)CO)O)F)Cl)N. Cell line: NCIH23. Synergy scores: CSS=44.5, Synergy_ZIP=-10.8, Synergy_Bliss=-14.3, Synergy_Loewe=-11.0, Synergy_HSA=-7.42. (5) Drug 1: C1=NC(=NC(=O)N1C2C(C(C(O2)CO)O)O)N. Drug 2: CC(C)(C#N)C1=CC(=CC(=C1)CN2C=NC=N2)C(C)(C)C#N. Cell line: SF-268. Synergy scores: CSS=1.83, Synergy_ZIP=-3.57, Synergy_Bliss=-3.94, Synergy_Loewe=-5.51, Synergy_HSA=-5.13. (6) Drug 1: CCC1=C2CN3C(=CC4=C(C3=O)COC(=O)C4(CC)O)C2=NC5=C1C=C(C=C5)O. Synergy scores: CSS=6.37, Synergy_ZIP=-3.15, Synergy_Bliss=-2.27, Synergy_Loewe=-3.85, Synergy_HSA=-1.07. Cell line: UACC-257. Drug 2: CCC1(CC2CC(C3=C(CCN(C2)C1)C4=CC=CC=C4N3)(C5=C(C=C6C(=C5)C78CCN9C7C(C=CC9)(C(C(C8N6C)(C(=O)OC)O)OC(=O)C)CC)OC)C(=O)OC)O.OS(=O)(=O)O. (7) Drug 1: CC1=C(C(CCC1)(C)C)C=CC(=CC=CC(=CC(=O)O)C)C. Drug 2: CC1CCC2CC(C(=CC=CC=CC(CC(C(=O)C(C(C(=CC(C(=O)CC(OC(=O)C3CCCCN3C(=O)C(=O)C1(O2)O)C(C)CC4CCC(C(C4)OC)O)C)C)O)OC)C)C)C)OC. Cell line: K-562. Synergy scores: CSS=10.8, Synergy_ZIP=0.316, Synergy_Bliss=4.94, Synergy_Loewe=4.86, Synergy_HSA=5.01.